From a dataset of Full USPTO retrosynthesis dataset with 1.9M reactions from patents (1976-2016). Predict the reactants needed to synthesize the given product. (1) Given the product [O:1]=[C:2]1[N:8]([CH:9]2[CH2:10][CH2:11][N:12]([C:15]([O:17][C@H:18]([CH2:40][C:41]3[CH:42]=[C:43]([C:51]([F:54])([F:53])[F:52])[CH:44]=[C:45]([C:47]([F:50])([F:49])[F:48])[CH:46]=3)[C:19](=[O:20])[N:21]3[CH2:26][CH2:25][CH:24]([N:27]4[CH2:28][CH2:29][NH:30][CH2:31][CH2:32]4)[CH2:23][CH2:22]3)=[O:16])[CH2:13][CH2:14]2)[CH2:7][CH2:6][C:5]2[CH:55]=[CH:56][CH:57]=[CH:58][C:4]=2[NH:3]1, predict the reactants needed to synthesize it. The reactants are: [O:1]=[C:2]1[N:8]([CH:9]2[CH2:14][CH2:13][N:12]([C:15]([O:17][C@H:18]([CH2:40][C:41]3[CH:46]=[C:45]([C:47]([F:50])([F:49])[F:48])[CH:44]=[C:43]([C:51]([F:54])([F:53])[F:52])[CH:42]=3)[C:19]([N:21]3[CH2:26][CH2:25][CH:24]([N:27]4[CH2:32][CH2:31][N:30](CC5C=CC=CC=5)[CH2:29][CH2:28]4)[CH2:23][CH2:22]3)=[O:20])=[O:16])[CH2:11][CH2:10]2)[CH2:7][CH2:6][C:5]2[CH:55]=[CH:56][CH:57]=[CH:58][C:4]=2[NH:3]1.[H][H]. (2) Given the product [Cl:3][C:4]1[C:5]([CH3:10])=[N:6][O:7][C:8]=1[NH:9][S:22]([C:14]1[C:15]2[C:16](=[N:17][CH:18]=[CH:19][CH:20]=2)[S:21][C:13]=1[CH2:11][CH3:12])(=[O:24])=[O:23], predict the reactants needed to synthesize it. The reactants are: [H-].[Na+].[Cl:3][C:4]1[C:5]([CH3:10])=[N:6][O:7][C:8]=1[NH2:9].[CH2:11]([C:13]1[S:21][C:16]2=[N:17][CH:18]=[CH:19][CH:20]=[C:15]2[C:14]=1[S:22](Cl)(=[O:24])=[O:23])[CH3:12].